From a dataset of Full USPTO retrosynthesis dataset with 1.9M reactions from patents (1976-2016). Predict the reactants needed to synthesize the given product. (1) Given the product [CH3:1][S:2][C:3]1[CH:18]=[CH:17][CH:16]=[CH:15][C:4]=1[CH2:5][N:6]1[C:11]([CH3:12])=[CH:10][C:9]([OH:13])=[C:8]([I:19])[C:7]1=[O:14], predict the reactants needed to synthesize it. The reactants are: [CH3:1][S:2][C:3]1[CH:18]=[CH:17][CH:16]=[CH:15][C:4]=1[CH2:5][N:6]1[C:11]([CH3:12])=[CH:10][C:9]([OH:13])=[CH:8][C:7]1=[O:14].[I:19]N1C(=O)CCC1=O. (2) Given the product [F:11][C:8]1[CH:9]=[CH:10][C:2]([NH:15][CH:12]([CH3:14])[CH3:13])=[C:3]([CH:7]=1)[C:4]([OH:6])=[O:5], predict the reactants needed to synthesize it. The reactants are: Br[C:2]1[CH:10]=[CH:9][C:8]([F:11])=[CH:7][C:3]=1[C:4]([OH:6])=[O:5].[CH:12]([NH2:15])([CH3:14])[CH3:13].C([O-])(=O)C.[K+].C(N(CC)CC)C.Cl. (3) Given the product [ClH:30].[NH2:8][CH:9]([CH:48]([CH3:49])[CH3:50])[C:10]([O:12][CH:13]([N:15]1[C:19]2=[N:20][CH:21]=[C:22]([C:24]3[CH:29]=[CH:28][C:27]([Cl:30])=[CH:26][CH:25]=3)[CH:23]=[C:18]2[C:17]([C:31](=[O:47])[C:32]2[C:37]([F:38])=[CH:36][CH:35]=[C:34]([NH:39][S:40]([CH2:43][CH2:44][CH3:45])(=[O:41])=[O:42])[C:33]=2[F:46])=[CH:16]1)[CH3:14])=[O:11], predict the reactants needed to synthesize it. The reactants are: C(OC([NH:8][CH:9]([CH:48]([CH3:50])[CH3:49])[C:10]([O:12][CH:13]([N:15]1[C:19]2=[N:20][CH:21]=[C:22]([C:24]3[CH:29]=[CH:28][C:27]([Cl:30])=[CH:26][CH:25]=3)[CH:23]=[C:18]2[C:17]([C:31](=[O:47])[C:32]2[C:37]([F:38])=[CH:36][CH:35]=[C:34]([NH:39][S:40]([CH2:43][CH2:44][CH3:45])(=[O:42])=[O:41])[C:33]=2[F:46])=[CH:16]1)[CH3:14])=[O:11])=O)(C)(C)C.Cl. (4) Given the product [CH2:31]([O:33][CH:34]([O:38][CH2:39][CH3:40])[CH2:35][CH2:36][NH:37][C:5](=[O:7])[C:4]([CH2:3][O:2][CH3:1])([CH3:8])[CH2:9][O:10][CH3:11])[CH3:32], predict the reactants needed to synthesize it. The reactants are: [CH3:1][O:2][CH2:3][C:4]([CH2:9][O:10][CH3:11])([CH3:8])[C:5]([OH:7])=O.CCN(C(C)C)C(C)C.C1C=CC2N(O)N=NC=2C=1.[CH2:31]([O:33][CH:34]([O:38][CH2:39][CH3:40])[CH2:35][CH2:36][NH2:37])[CH3:32]. (5) Given the product [CH3:27][C:30]1[CH:36]=[CH:35][CH:34]=[C:33]([CH3:37])[C:31]=1[NH:32][C:2]1[CH:3]=[CH:4][CH:5]=[C:6]2[C:11]=1[N:10]=[C:9]([C:12]1[N:13]([C:21]3[CH:22]=[CH:23][CH:24]=[CH:25][CH:26]=3)[C:14]3[C:19]([CH:20]=1)=[CH:18][CH:17]=[CH:16][CH:15]=3)[CH:8]=[CH:7]2, predict the reactants needed to synthesize it. The reactants are: Br[C:2]1[CH:3]=[CH:4][CH:5]=[C:6]2[C:11]=1[N:10]=[C:9]([C:12]1[N:13]([C:21]3[CH:26]=[CH:25][CH:24]=[CH:23][CH:22]=3)[C:14]3[C:19]([CH:20]=1)=[CH:18][CH:17]=[CH:16][CH:15]=3)[CH:8]=[CH:7]2.[CH:27]([C:30]1[CH:36]=[CH:35][CH:34]=[C:33]([CH:37](C)C)[C:31]=1[NH2:32])(C)C.C1(P(C2CCCCC2)C2C=CC=CC=2C2C=CC=CC=2N(C)C)CCCCC1.O. (6) The reactants are: [N:1]1([C:5]2[N:14]=[C:13]3[C:8]([C:9](=[O:24])[C:10]([C:19]([O:21]CC)=[O:20])=[CH:11][N:12]3CCC#N)=[CH:7][C:6]=2[C:25]#[N:26])[CH2:4][CH2:3][CH2:2]1.[Li+].[OH-].C(O)(=O)CC(CC(O)=O)(C(O)=O)O. Given the product [N:1]1([C:5]2[N:14]=[C:13]3[C:8]([C:9](=[O:24])[C:10]([C:19]([OH:21])=[O:20])=[CH:11][NH:12]3)=[CH:7][C:6]=2[C:25]#[N:26])[CH2:4][CH2:3][CH2:2]1, predict the reactants needed to synthesize it.